Task: Predict the product of the given reaction.. Dataset: Forward reaction prediction with 1.9M reactions from USPTO patents (1976-2016) (1) Given the reactants [CH3:1][C:2]1([CH3:21])[CH2:7][CH2:6][CH:5]([NH:8][C:9]([C:11]2[CH:16]=[C:15]([NH2:17])[C:14]([N+:18]([O-])=O)=[CH:13][N:12]=2)=[O:10])[CH2:4][CH2:3]1, predict the reaction product. The product is: [CH3:1][C:2]1([CH3:21])[CH2:3][CH2:4][CH:5]([NH:8][C:9]([C:11]2[CH:16]=[C:15]([NH2:17])[C:14]([NH2:18])=[CH:13][N:12]=2)=[O:10])[CH2:6][CH2:7]1. (2) Given the reactants [Br:1][C:2]1[C:3]([O:18][CH3:19])=[C:4]2C(=[C:9]([F:11])[CH:10]=1)NC=[C:5]2[CH2:12][C:13]([O:15][CH2:16]C)=[O:14].[OH-].[K+].I[CH3:23].[CH3:24][N:25]([CH:27]=O)[CH3:26], predict the reaction product. The product is: [Br:1][C:2]1[C:3]([O:18][CH3:19])=[C:4]2[C:26](=[C:9]([F:11])[CH:10]=1)[N:25]([CH3:24])[CH:27]=[C:5]2[CH:12]([CH3:23])[C:13]([O:15][CH3:16])=[O:14]. (3) Given the reactants [NH2:1][C:2]1[CH:7]=[CH:6][C:5]([NH:8][C:9]2[CH:10]=[CH:11][C:12]([O:24][CH3:25])=[C:13]([C:15]3[CH:20]=[CH:19][CH:18]=[C:17]([C:21](=[O:23])[CH3:22])[CH:16]=3)[CH:14]=2)=[CH:4][CH:3]=1.C(O)(=O)C.[O-:30][C:31]#[N:32].[Na+], predict the reaction product. The product is: [C:21]([C:17]1[CH:16]=[C:15]([C:13]2[C:12]([O:24][CH3:25])=[CH:11][CH:10]=[C:9]([NH:8][C:5]3[CH:4]=[CH:3][C:2]([NH:1][C:31]([NH2:32])=[O:30])=[CH:7][CH:6]=3)[CH:14]=2)[CH:20]=[CH:19][CH:18]=1)(=[O:23])[CH3:22]. (4) Given the reactants C([O:3][C:4]([CH:6]1[C:14]2[C:9](=[CH:10][CH:11]=[C:12]([C:15](=[O:22])[C:16]3[CH:21]=[CH:20][CH:19]=[CH:18][CH:17]=3)[CH:13]=2)[N:8]([CH2:23][CH3:24])[C:7]1=[O:25])=O)C.[NH2:26][C:27]1[CH:28]=[C:29]([CH:39]=[CH:40][CH:41]=1)[C:30]([NH:32][C:33]1[CH:38]=[CH:37][CH:36]=[CH:35][CH:34]=1)=[O:31], predict the reaction product. The product is: [C:33]1([NH:32][C:30]([C:29]2[CH:28]=[C:27]([NH:26][C:4]([CH:6]3[C:14]4[C:9](=[CH:10][CH:11]=[C:12]([C:15](=[O:22])[C:16]5[CH:17]=[CH:18][CH:19]=[CH:20][CH:21]=5)[CH:13]=4)[N:8]([CH2:23][CH3:24])[C:7]3=[O:25])=[O:3])[CH:41]=[CH:40][CH:39]=2)=[O:31])[CH:38]=[CH:37][CH:36]=[CH:35][CH:34]=1.